From a dataset of Forward reaction prediction with 1.9M reactions from USPTO patents (1976-2016). Predict the product of the given reaction. (1) The product is: [Br:1][CH2:2][CH:3]([C:5]1[CH:10]=[CH:9][CH:8]=[C:7]([Br:11])[CH:6]=1)[O:4][Si:27]([CH3:30])([CH3:29])[CH3:28]. Given the reactants [Br:1][CH2:2][CH:3]([C:5]1[CH:10]=[CH:9][CH:8]=[C:7]([Br:11])[CH:6]=1)[OH:4].N1C=CN=C1.CN(C1C=CC=CN=1)C.Cl[Si:27]([CH3:30])([CH3:29])[CH3:28], predict the reaction product. (2) Given the reactants Br[CH2:2][C:3]1[C:8]([CH2:9]Br)=[CH:7][N:6]=[C:5]([Cl:11])[CH:4]=1.[CH3:12][Si:13]([CH3:29])([CH3:28])[CH2:14][CH2:15][O:16][CH2:17][N:18]1[C:22]2=[N:23][CH:24]=[CH:25][CH:26]=[C:21]2[CH2:20][C:19]1=[O:27].C(=O)([O-])[O-].[Cs+].[Cs+].O, predict the reaction product. The product is: [Cl:11][C:5]1[N:6]=[CH:7][C:8]2[CH2:9][C:20]3([CH2:2][C:3]=2[CH:4]=1)[C:21]1[C:22](=[N:23][CH:24]=[CH:25][CH:26]=1)[N:18]([CH2:17][O:16][CH2:15][CH2:14][Si:13]([CH3:28])([CH3:12])[CH3:29])[C:19]3=[O:27]. (3) The product is: [S:9]1[CH:13]=[CH:12][C:11]([C:5]2[N:6]=[CH:7][C:2]([NH2:1])=[N:3][CH:4]=2)=[CH:10]1. Given the reactants [NH2:1][C:2]1[CH:7]=[N:6][C:5](Br)=[CH:4][N:3]=1.[S:9]1[CH:13]=[CH:12][C:11](B(O)O)=[CH:10]1.C(=O)([O-])[O-].[Na+].[Na+], predict the reaction product.